Dataset: Full USPTO retrosynthesis dataset with 1.9M reactions from patents (1976-2016). Task: Predict the reactants needed to synthesize the given product. Given the product [Br:25][C:20]1[CH:19]=[CH:18][C:17]2[N:16]([CH2:26][CH:27]([F:8])[CH2:28][N:29]([C:37]3[CH:42]=[CH:41][CH:40]=[C:39]([O:43][CH3:44])[CH:38]=3)[S:30]([C:33]([F:34])([F:35])[F:36])(=[O:32])=[O:31])[C:15]3[C:23]([C:22]=2[CH:21]=1)=[CH:24][C:12]([Br:11])=[CH:13][CH:14]=3, predict the reactants needed to synthesize it. The reactants are: C1N(S(F)(F)[F:8])CCOC1.[Br:11][C:12]1[CH:13]=[CH:14][C:15]2[N:16]([CH2:26][CH:27](O)[CH2:28][N:29]([C:37]3[CH:42]=[CH:41][CH:40]=[C:39]([O:43][CH2:44]C)[CH:38]=3)[S:30]([C:33]([F:36])([F:35])[F:34])(=[O:32])=[O:31])[C:17]3[C:22]([C:23]=2[CH:24]=1)=[CH:21][C:20]([Br:25])=[CH:19][CH:18]=3.C(=O)(O)[O-].